From a dataset of Peptide-MHC class I binding affinity with 185,985 pairs from IEDB/IMGT. Regression. Given a peptide amino acid sequence and an MHC pseudo amino acid sequence, predict their binding affinity value. This is MHC class I binding data. (1) The peptide sequence is VDPNIRTGV. The MHC is Patr-B2401 with pseudo-sequence Patr-B2401. The binding affinity (normalized) is 0. (2) The peptide sequence is LVCKDHLAS. The MHC is HLA-A02:01 with pseudo-sequence HLA-A02:01. The binding affinity (normalized) is 0. (3) The peptide sequence is FQPQAGQFI. The MHC is H-2-Db with pseudo-sequence H-2-Db. The binding affinity (normalized) is 0.194. (4) The peptide sequence is KSINKVYGK. The MHC is HLA-A26:01 with pseudo-sequence HLA-A26:01. The binding affinity (normalized) is 0. (5) The peptide sequence is MKYVWPPIM. The MHC is HLA-A80:01 with pseudo-sequence HLA-A80:01. The binding affinity (normalized) is 0.0847. (6) The peptide sequence is KQMEDGHTL. The MHC is HLA-B57:01 with pseudo-sequence HLA-B57:01. The binding affinity (normalized) is 0.0847. (7) The peptide sequence is KSKAINVLR. The MHC is HLA-A31:01 with pseudo-sequence HLA-A31:01. The binding affinity (normalized) is 0.991. (8) The peptide sequence is SSHNHIPGY. The MHC is HLA-A26:02 with pseudo-sequence HLA-A26:02. The binding affinity (normalized) is 0.655. (9) The binding affinity (normalized) is 0. The peptide sequence is QPRAPIRPI. The MHC is HLA-A68:02 with pseudo-sequence HLA-A68:02. (10) The peptide sequence is RAEDTAVYY. The MHC is HLA-B27:05 with pseudo-sequence HLA-B27:05. The binding affinity (normalized) is 0.0282.